This data is from Forward reaction prediction with 1.9M reactions from USPTO patents (1976-2016). The task is: Predict the product of the given reaction. (1) Given the reactants [N:1]1([S:7]([C:10]2[CH:11]=[C:12]([CH:16]=[CH:17][CH:18]=2)[C:13]([OH:15])=O)(=[O:9])=[O:8])[CH2:6][CH2:5][CH2:4][CH2:3][CH2:2]1.[CH:19]([C:22]1[CH:28]=[CH:27][C:25]([NH2:26])=[CH:24][CH:23]=1)([CH3:21])[CH3:20], predict the reaction product. The product is: [CH:19]([C:22]1[CH:28]=[CH:27][C:25]([NH:26][C:13](=[O:15])[C:12]2[CH:16]=[CH:17][CH:18]=[C:10]([S:7]([N:1]3[CH2:2][CH2:3][CH2:4][CH2:5][CH2:6]3)(=[O:8])=[O:9])[CH:11]=2)=[CH:24][CH:23]=1)([CH3:21])[CH3:20]. (2) Given the reactants [F:1][C:2]1[CH:16]=[CH:15][CH:14]=[CH:13][C:3]=1[CH2:4][N:5]1[CH2:12][CH2:11][C:8]2([O:10][CH2:9]2)[CH2:7][CH2:6]1.[Br:17][C:18]1[CH:19]=[CH:20][C:21]([OH:24])=[N:22][CH:23]=1.C(=O)([O-])[O-].[K+].[K+].Cl.CCO, predict the reaction product. The product is: [Br:17][C:18]1[CH:19]=[CH:20][C:21](=[O:24])[N:22]([CH2:9][C:8]2([OH:10])[CH2:11][CH2:12][N:5]([CH2:4][C:3]3[CH:13]=[CH:14][CH:15]=[CH:16][C:2]=3[F:1])[CH2:6][CH2:7]2)[CH:23]=1. (3) The product is: [ClH:8].[C:1]([O:4][CH2:5][C:6]1[N:10]=[C:11]([NH2:13])[S:12][CH:7]=1)(=[O:3])[CH3:2]. Given the reactants [C:1]([O:4][CH2:5][C:6](=O)[CH2:7][Cl:8])(=[O:3])[CH3:2].[NH2:10][C:11]([NH2:13])=[S:12], predict the reaction product. (4) Given the reactants Br[C:2]1[CH:3]=[N:4][N:5]2[CH:10]=[CH:9][C:8]([N:11]3[C@@H:15]([CH:16]([CH3:18])[CH3:17])[CH2:14][NH:13][C:12]3=[O:19])=[N:7][C:6]=12.CC1(C)C(C)(C)OB([C:28]2[CH:33]=[CH:32][C:31]([C:34]3[N:38]=[CH:37][N:36]([CH2:39][O:40][CH2:41][CH2:42][Si:43]([CH3:46])([CH3:45])[CH3:44])[N:35]=3)=[CH:30][CH:29]=2)O1.C1(P(C2CCCCC2)C2C=CC=CC=2C2C(C(C)C)=CC(C(C)C)=CC=2C(C)C)CCCCC1.C(=O)([O-])[O-].[Na+].[Na+], predict the reaction product. The product is: [CH:16]([C@@H:15]1[N:11]([C:8]2[CH:9]=[CH:10][N:5]3[N:4]=[CH:3][C:2]([C:28]4[CH:29]=[CH:30][C:31]([C:34]5[N:38]=[CH:37][N:36]([CH2:39][O:40][CH2:41][CH2:42][Si:43]([CH3:46])([CH3:45])[CH3:44])[N:35]=5)=[CH:32][CH:33]=4)=[C:6]3[N:7]=2)[C:12](=[O:19])[NH:13][CH2:14]1)([CH3:18])[CH3:17].